The task is: Regression/Classification. Given a drug SMILES string, predict its absorption, distribution, metabolism, or excretion properties. Task type varies by dataset: regression for continuous measurements (e.g., permeability, clearance, half-life) or binary classification for categorical outcomes (e.g., BBB penetration, CYP inhibition). Dataset: cyp2c9_veith.. This data is from CYP2C9 inhibition data for predicting drug metabolism from PubChem BioAssay. (1) The molecule is CCOC(=O)c1c(C)[nH]c(C(=O)CSc2nnc(-c3cccs3)n2Cc2ccccc2)c1C. The result is 1 (inhibitor). (2) The molecule is CCOc1c2ccc(C(=O)NCCCCc3ccccc3)cc2nn1C. The result is 1 (inhibitor). (3) The drug is CCOC(=O)COc1c(OC)cc(Cl)cc1C1Nc2ccccc2C(=O)N1c1ccc(F)cc1. The result is 1 (inhibitor). (4) The drug is Cc1ccccc1Oc1ncnc2sccc12. The result is 0 (non-inhibitor). (5) The molecule is Nc1ncnc2c1ncn2[C@@H]1O[C@@H](C(=O)NC2CC2)[C@H](O)[C@@H]1O. The result is 0 (non-inhibitor). (6) The drug is COC(=O)[C@@]1(Cc2ccc(OC)cc2)[C@H]2c3cc(C(=O)N4CCCC4)n(Cc4ccc(Cl)c(C(F)(F)F)c4)c3C[C@H]2CN1C(=O)c1ccccc1. The result is 1 (inhibitor).